Task: Binary Classification. Given a T-cell receptor sequence (or CDR3 region) and an epitope sequence, predict whether binding occurs between them.. Dataset: TCR-epitope binding with 47,182 pairs between 192 epitopes and 23,139 TCRs (1) The epitope is GLCTLVAML. The TCR CDR3 sequence is CSAPLQAGDTTPDTQYF. Result: 1 (the TCR binds to the epitope). (2) The epitope is HTTDPSFLGRY. The TCR CDR3 sequence is CASSPGGYEQYF. Result: 1 (the TCR binds to the epitope). (3) The epitope is LVLSVNPYV. The TCR CDR3 sequence is CASSLDGNYNEQFF. Result: 0 (the TCR does not bind to the epitope). (4) The epitope is VTEHDTLLY. Result: 1 (the TCR binds to the epitope). The TCR CDR3 sequence is CASSEAHAVYEQYF. (5) The epitope is DATYQRTRALVR. The TCR CDR3 sequence is CASSTGTGVFEDTEAFF. Result: 1 (the TCR binds to the epitope). (6) The epitope is YFPLQSYGF. The TCR CDR3 sequence is CASSQSYNEQFF. Result: 1 (the TCR binds to the epitope). (7) The epitope is KPLEFGATSAAL. The TCR CDR3 sequence is CASSQDVVAGYNEQFF. Result: 1 (the TCR binds to the epitope).